Dataset: Peptide-MHC class I binding affinity with 185,985 pairs from IEDB/IMGT. Task: Regression. Given a peptide amino acid sequence and an MHC pseudo amino acid sequence, predict their binding affinity value. This is MHC class I binding data. (1) The peptide sequence is RELVRKTRF. The MHC is HLA-B15:09 with pseudo-sequence HLA-B15:09. The binding affinity (normalized) is 0.0847. (2) The binding affinity (normalized) is 0. The peptide sequence is CRAPRKKGC. The MHC is HLA-B18:01 with pseudo-sequence HLA-B18:01. (3) The binding affinity (normalized) is 0.331. The MHC is H-2-Kd with pseudo-sequence H-2-Kd. The peptide sequence is KYREGKYRR.